This data is from Reaction yield outcomes from USPTO patents with 853,638 reactions. The task is: Predict the reaction yield, written as a fraction of the theoretical maximum amount of product (1.0 means a 100% yield; for example, 0.34 means a 34% yield). The reactants are [CH2:1]([O:4][C:5]([NH:7][C@@H:8]([CH:12]([CH3:14])[CH3:13])[C:9]([OH:11])=[O:10])=[O:6])[CH:2]=[CH2:3].O[N:16]1[C:20](=[O:21])[CH2:19][CH2:18][C:17]1=[O:22].C1(N=C=NC2CCCCC2)CCCCC1. The catalyst is C1COCC1. The product is [CH2:1]([O:4][C:5]([NH:7][C@@H:8]([CH:12]([CH3:14])[CH3:13])[C:9]([O:11][N:16]1[C:20](=[O:21])[CH2:19][CH2:18][C:17]1=[O:22])=[O:10])=[O:6])[CH:2]=[CH2:3]. The yield is 1.00.